Dataset: Full USPTO retrosynthesis dataset with 1.9M reactions from patents (1976-2016). Task: Predict the reactants needed to synthesize the given product. (1) Given the product [OH:1][C:2]1[CH:9]=[CH:8][CH:7]=[CH:6][C:3]=1[CH2:4][P:10](=[O:17])([O:14][CH2:15][CH3:16])[O:11][CH2:12][CH3:13], predict the reactants needed to synthesize it. The reactants are: [OH:1][C:2]1[CH:9]=[CH:8][CH:7]=[CH:6][C:3]=1[CH2:4]O.[P:10]([O:17]CC)([O:14][CH2:15][CH3:16])[O:11][CH2:12][CH3:13]. (2) Given the product [Br:1][C:2]1[CH:3]=[C:4]([NH:5][C:16](=[O:17])[O:18][C:19]([CH3:22])([CH3:21])[CH3:20])[CH:6]=[CH:7][CH:8]=1, predict the reactants needed to synthesize it. The reactants are: [Br:1][C:2]1[CH:3]=[C:4]([CH:6]=[CH:7][CH:8]=1)[NH2:5].C(N(CC)CC)C.[C:16](O[C:16]([O:18][C:19]([CH3:22])([CH3:21])[CH3:20])=[O:17])([O:18][C:19]([CH3:22])([CH3:21])[CH3:20])=[O:17]. (3) The reactants are: [Cl:1][C:2]1[N:3]=[C:4]([N:13]2[CH2:18][CH2:17][O:16][CH2:15][CH2:14]2)[C:5]2[N:10]=[C:9]([CH:11]=O)[S:8][C:6]=2[N:7]=1.[CH3:19][NH2:20]. Given the product [Cl:1][C:2]1[N:3]=[C:4]([N:13]2[CH2:18][CH2:17][O:16][CH2:15][CH2:14]2)[C:5]2[N:10]=[C:9]([CH2:11][NH:20][CH3:19])[S:8][C:6]=2[N:7]=1, predict the reactants needed to synthesize it. (4) Given the product [CH:36]1([O:41][CH2:42][CH2:43][O:44][C:45]2[CH:69]=[CH:68][C:48]([O:49][CH2:50][CH:51]([OH:67])[CH2:52][NH:53][CH2:54][CH2:55][NH:56][C:57]([NH:59][C:60]3[CH:65]=[CH:64][CH:63]=[C:62]([OH:6])[CH:61]=3)=[O:58])=[CH:47][CH:46]=2)[CH2:40][CH2:39][CH2:38][CH2:37]1, predict the reactants needed to synthesize it. The reactants are: C1([O:6]CCOC2C=CC(OCC3CO3)=CC=2)CCCC1.Cl.NCCNC(NC1C=CC=CC=1O)=O.[CH:36]1([O:41][CH2:42][CH2:43][O:44][C:45]2[CH:69]=[CH:68][C:48]([O:49][CH2:50][CH:51]([OH:67])[CH2:52][NH:53][CH2:54][CH2:55][NH:56][C:57]([NH:59][C:60]3[CH:65]=[CH:64][CH:63]=[CH:62][C:61]=3O)=[O:58])=[CH:47][CH:46]=2)[CH2:40][CH2:39][CH2:38][CH2:37]1. (5) Given the product [C:28]1([C:2]2[N:7]=[C:6]([N:8]([C:15]3[CH:20]=[CH:19][CH:18]=[C:17]([C:47]4[CH:52]=[CH:51][CH:50]=[CH:49][CH:48]=4)[N:16]=3)[C:9]3[CH:14]=[CH:13][CH:12]=[CH:11][CH:10]=3)[CH:5]=[CH:4][CH:3]=2)[CH:33]=[CH:32][CH:31]=[CH:30][CH:29]=1, predict the reactants needed to synthesize it. The reactants are: Br[C:2]1[N:7]=[C:6]([N:8]([C:15]2[CH:20]=[CH:19][CH:18]=[C:17](Br)[N:16]=2)[C:9]2[CH:14]=[CH:13][CH:12]=[CH:11][CH:10]=2)[CH:5]=[CH:4][CH:3]=1.C([O-])([O-])=O.[K+].[K+].[C:28]1(P([C:28]2[CH:33]=[CH:32][CH:31]=[CH:30][CH:29]=2)[C:28]2[CH:33]=[CH:32][CH:31]=[CH:30][CH:29]=2)[CH:33]=[CH:32][CH:31]=[CH:30][CH:29]=1.[C:47]1(B(O)O)[CH:52]=[CH:51][CH:50]=[CH:49][CH:48]=1. (6) Given the product [ClH:1].[Cl:1][C:2]1[CH:3]=[C:4]([CH2:5][NH2:6])[CH:17]=[CH:18][C:19]=1[O:20][CH2:21][C:22]([F:24])([F:25])[F:23], predict the reactants needed to synthesize it. The reactants are: [Cl:1][C:2]1[CH:3]=[C:4]([CH:17]=[CH:18][C:19]=1[O:20][CH2:21][C:22]([F:25])([F:24])[F:23])[CH2:5][N:6]1C(=O)C2C(=CC=CC=2)C1=O.CCCCCCCCCCCCN. (7) Given the product [F:19][C:20]1[CH:29]=[C:28]2[C:23]([CH:24]=[CH:25][C:26](=[O:33])[N:27]2[CH2:30][CH2:31][N:5]2[CH2:6][C@@H:2]([OH:1])[C@@H:3]([CH2:7][NH:8][C:9](=[O:18])[O:10][CH2:11][C:12]3[CH:17]=[CH:16][CH:15]=[CH:14][CH:13]=3)[CH2:4]2)=[N:22][CH:21]=1, predict the reactants needed to synthesize it. The reactants are: [OH:1][C@@H:2]1[CH2:6][NH:5][CH2:4][C@@H:3]1[CH2:7][NH:8][C:9](=[O:18])[O:10][CH2:11][C:12]1[CH:17]=[CH:16][CH:15]=[CH:14][CH:13]=1.[F:19][C:20]1[CH:29]=[C:28]2[C:23]([CH:24]=[CH:25][C:26](=[O:33])[N:27]2[CH2:30][CH:31]=O)=[N:22][CH:21]=1.C(=O)([O-])[O-].[Na+].[Na+].C(O[BH-](OC(=O)C)OC(=O)C)(=O)C.[Na+]. (8) The reactants are: C([N:8]1[CH2:14][CH2:13][C:12]2[O:15][CH:16]=[CH:17][C:11]=2[CH2:10][CH2:9]1)C1C=CC=CC=1.ClC(OC(Cl)C)=O. Given the product [O:15]1[C:12]2[CH2:13][CH2:14][NH:8][CH2:9][CH2:10][C:11]=2[CH:17]=[CH:16]1, predict the reactants needed to synthesize it. (9) Given the product [CH2:2]1[C:41]2[C:47](=[CH:46][CH:45]=[C:43]([NH:44][C:2]3[N:7]=[C:6]([C:8]4[C:9]([C:17]5[CH:18]=[C:19]([NH:23][C:24](=[O:33])[C:25]6[CH:30]=[CH:29][CH:28]=[CH:27][CH:26]=6)[CH:20]=[CH:21][CH:22]=5)=[N:10][N:11]5[CH:16]=[CH:15][CH:14]=[CH:13][C:12]=45)[CH:5]=[CH:4][N:3]=3)[CH:42]=2)[CH2:5][CH2:4][NH:3]1, predict the reactants needed to synthesize it. The reactants are: Cl[C:2]1[N:7]=[C:6]([C:8]2[C:9]([C:17]3[CH:18]=[C:19]([NH:23][C:24](=[O:33])[C:25]4[C:30](F)=[CH:29][CH:28]=[CH:27][C:26]=4F)[CH:20]=[CH:21][CH:22]=3)=[N:10][N:11]3[CH:16]=[CH:15][CH:14]=[CH:13][C:12]=23)[CH:5]=[CH:4][N:3]=1.CN1CCN([C:41]2[CH:42]=[C:43]([CH:45]=[CH:46][CH:47]=2)[NH2:44])CC1.